Dataset: Reaction yield outcomes from USPTO patents with 853,638 reactions. Task: Predict the reaction yield, written as a fraction of the theoretical maximum amount of product (1.0 means a 100% yield; for example, 0.34 means a 34% yield). (1) The reactants are COC1C=CC(C[S:8][CH2:9][C@H:10]([NH:19][C:20]([C:22]2[NH:23][C:24]3[C:29]([CH:30]=2)=[CH:28][CH:27]=[CH:26][C:25]=3[N+:31]([O-:33])=[O:32])=O)[CH2:11][O:12][C:13](=[O:18])[C:14]([CH3:17])([CH3:16])[CH3:15])=CC=1.P(Cl)(Cl)(Cl)(Cl)Cl.C(=O)(O)[O-].[Na+]. The catalyst is ClCCl. The product is [N+:31]([C:25]1[CH:26]=[CH:27][CH:28]=[C:29]2[C:24]=1[NH:23][C:22]([C:20]1[S:8][CH2:9][C@@H:10]([CH2:11][O:12][C:13](=[O:18])[C:14]([CH3:17])([CH3:16])[CH3:15])[N:19]=1)=[CH:30]2)([O-:33])=[O:32]. The yield is 0.690. (2) The reactants are C(N(C(C)C)CC)(C)C.Cl.[CH3:11][O:12][C:13](=[O:25])[C@H:14]([CH2:16][NH:17][C:18]([C:20]1[S:21][CH:22]=[CH:23][CH:24]=1)=[O:19])[NH2:15].[Cl:26][C:27]1[CH:35]=[C:34]([C:36]([NH:38][CH2:39][C:40]2[CH:45]=[CH:44][CH:43]=[C:42]([OH:46])[CH:41]=2)=[O:37])[CH:33]=[CH:32][C:28]=1[C:29](O)=[O:30].CN(C(ON1N=NC2C=CC=CC1=2)=[N+](C)C)C.F[P-](F)(F)(F)(F)F. The catalyst is CN(C=O)C. The product is [Cl:26][C:27]1[CH:35]=[C:34]([C:36]([NH:38][CH2:39][C:40]2[CH:45]=[CH:44][CH:43]=[C:42]([OH:46])[CH:41]=2)=[O:37])[CH:33]=[CH:32][C:28]=1[C:29]([NH:15][C@H:14]([C:13]([O:12][CH3:11])=[O:25])[CH2:16][NH:17][C:18]([C:20]1[S:21][CH:22]=[CH:23][CH:24]=1)=[O:19])=[O:30]. The yield is 0.700. (3) The reactants are [S:1]1[C:5]2[CH:6]=[CH:7][CH:8]=[CH:9][C:4]=2[N:3]=[C:2]1[NH:10][C@H:11]1[CH2:14][C@@H:13]([NH2:15])[CH2:12]1.[Cl:16][C:17]1[C:22](Cl)=[N:21][CH:20]=[CH:19][N:18]=1.C(N(CC)CC)C. The catalyst is CS(C)=O.O. The product is [S:1]1[C:5]2[CH:6]=[CH:7][CH:8]=[CH:9][C:4]=2[N:3]=[C:2]1[NH:10][C@H:11]1[CH2:12][C@@H:13]([NH:15][C:22]2[C:17]([Cl:16])=[N:18][CH:19]=[CH:20][N:21]=2)[CH2:14]1. The yield is 0.324. (4) The reactants are [CH3:1][C:2]1[N:6]2[N:7]=[C:8]([C:11]#[C:12][C:13]3[N:17]=[C:16]([N:18]4[CH2:22][CH2:21][CH2:20][CH2:19]4)[N:15]([CH3:23])[N:14]=3)[CH:9]=[CH:10][C:5]2=[N:4][C:3]=1[C:24]([F:27])([F:26])[F:25].ClCCl. The catalyst is C(O)C.[Ni].O. The yield is 0.600. The product is [CH3:1][C:2]1[N:6]2[N:7]=[C:8]([CH2:11][CH2:12][C:13]3[N:17]=[C:16]([N:18]4[CH2:19][CH2:20][CH2:21][CH2:22]4)[N:15]([CH3:23])[N:14]=3)[CH:9]=[CH:10][C:5]2=[N:4][C:3]=1[C:24]([F:27])([F:25])[F:26]. (5) The reactants are [CH3:1][O:2][C:3]1[CH:4]=[C:5]2[C:10](=[CH:11][CH:12]=1)[C:9](=[O:13])[NH:8][CH:7]=[CH:6]2.C1C(=O)N([Br:21])C(=O)C1. The catalyst is C(#N)C. The product is [Br:21][C:6]1[C:5]2[C:10](=[CH:11][CH:12]=[C:3]([O:2][CH3:1])[CH:4]=2)[C:9](=[O:13])[NH:8][CH:7]=1. The yield is 0.552. (6) The reactants are [F:1][C:2]([F:14])([F:13])[C:3]1[CH:12]=[CH:11][C:6]2[N:7]=[C:8]([NH2:10])[S:9][C:5]=2[CH:4]=1.[F:15][C:16]([F:28])([F:27])[O:17][C:18]1[CH:19]=[C:20]([CH:24]=[CH:25][CH:26]=1)[C:21](Cl)=[O:22].Br[CH:30]([CH2:35][CH3:36])[C:31]([O:33]C)=[O:32].COC1C=CC2N=C(N)SC=2C=1.ClC1C=C(C=CC=1)C(Cl)=O.BrCC(OCC)=O. No catalyst specified. The product is [F:15][C:16]([F:28])([F:27])[O:17][C:18]1[CH:19]=[C:20]([CH:24]=[CH:25][CH:26]=1)[C:21]([N:10]=[C:8]1[N:7]([CH:30]([CH2:35][CH3:36])[C:31]([OH:33])=[O:32])[C:6]2[CH:11]=[CH:12][C:3]([C:2]([F:1])([F:13])[F:14])=[CH:4][C:5]=2[S:9]1)=[O:22]. The yield is 0.170.